From a dataset of Peptide-MHC class I binding affinity with 185,985 pairs from IEDB/IMGT. Regression. Given a peptide amino acid sequence and an MHC pseudo amino acid sequence, predict their binding affinity value. This is MHC class I binding data. (1) The peptide sequence is IVAWTRTAT. The MHC is HLA-B58:01 with pseudo-sequence HLA-B58:01. The binding affinity (normalized) is 0.0847. (2) The peptide sequence is TQGYFPDWQNY. The MHC is HLA-A02:01 with pseudo-sequence HLA-A02:01. The binding affinity (normalized) is 0. (3) The peptide sequence is GFDAWFSQR. The MHC is HLA-A33:01 with pseudo-sequence HLA-A33:01. The binding affinity (normalized) is 0.401. (4) The peptide sequence is EKLKSLYNTV. The MHC is HLA-A26:02 with pseudo-sequence HLA-A26:02. The binding affinity (normalized) is 0.0847.